From a dataset of Full USPTO retrosynthesis dataset with 1.9M reactions from patents (1976-2016). Predict the reactants needed to synthesize the given product. (1) Given the product [CH3:3][C:2]1([CH2:1][CH2:4][OH:5])[O:27][CH2:26][C:23]([CH3:28])([CH3:22])[CH2:24][O:25]1, predict the reactants needed to synthesize it. The reactants are: [CH2:1]([C:4]1(CCO)OCCC[O:5]1)[CH2:2][CH3:3].C(OCC)(=O)CC(C)=O.[CH3:22][C:23]([CH3:28])([CH2:26][OH:27])[CH2:24][OH:25]. (2) Given the product [Cl:24][C:25]1[CH:26]=[C:27]([CH:32]=[CH:33][C:34]=1[O:35][CH2:36][C@@H:37]([N:39]([CH3:40])[C:21](=[O:23])[CH2:20][C:5]1[CH:6]=[CH:7][C:8]([NH:9][C:10]([NH:12][C:13]2[CH:18]=[CH:17][CH:16]=[CH:15][C:14]=2[F:19])=[O:11])=[C:3]([O:2][CH3:1])[CH:4]=1)[CH3:38])[C:28]([O:30][CH3:31])=[O:29], predict the reactants needed to synthesize it. The reactants are: [CH3:1][O:2][C:3]1[CH:4]=[C:5]([CH2:20][C:21]([OH:23])=O)[CH:6]=[CH:7][C:8]=1[NH:9][C:10]([NH:12][C:13]1[CH:18]=[CH:17][CH:16]=[CH:15][C:14]=1[F:19])=[O:11].[Cl:24][C:25]1[CH:26]=[C:27]([CH:32]=[CH:33][C:34]=1[O:35][CH2:36][C@@H:37]([NH:39][CH3:40])[CH3:38])[C:28]([O:30][CH3:31])=[O:29].C1C=CC2N(O)N=NC=2C=1. (3) The reactants are: Br[C:2]1[C:10]2[C:9](=[O:11])[N:8]([CH3:12])[C:7](=[O:13])[N:6]([CH2:14][CH:15]([CH3:17])[CH3:16])[C:5]=2[S:4][C:3]=1[CH2:18][C:19]1[CH:24]=[CH:23][CH:22]=[CH:21][C:20]=1[C:25]([F:28])([F:27])[F:26].[CH:29]1([CH:34]=[CH2:35])[CH2:33][CH2:32][CH2:31][CH2:30]1. Given the product [CH:29]1(/[CH:34]=[CH:35]\[C:2]2[C:10]3[C:9](=[O:11])[N:8]([CH3:12])[C:7](=[O:13])[N:6]([CH2:14][CH:15]([CH3:17])[CH3:16])[C:5]=3[S:4][C:3]=2[CH2:18][C:19]2[CH:24]=[CH:23][CH:22]=[CH:21][C:20]=2[C:25]([F:28])([F:27])[F:26])[CH2:33][CH2:32][CH2:31][CH2:30]1, predict the reactants needed to synthesize it. (4) Given the product [Br:1][C:2]1[CH:3]=[CH:4][C:5]([N:8]2[CH:22]=[C:23]([CH:25]3[CH2:29][CH2:28][CH2:27][N:26]3[C:30]([O:32][C:33]([CH3:36])([CH3:35])[CH3:34])=[O:31])[N:20]=[C:9]2[C:10]([C:13]2[CH:18]=[CH:17][CH:16]=[CH:15][C:14]=2[Cl:19])([CH3:12])[CH3:11])=[CH:6][CH:7]=1, predict the reactants needed to synthesize it. The reactants are: [Br:1][C:2]1[CH:7]=[CH:6][C:5]([NH:8][C:9](=[NH:20])[C:10]([C:13]2[CH:18]=[CH:17][CH:16]=[CH:15][C:14]=2[Cl:19])([CH3:12])[CH3:11])=[CH:4][CH:3]=1.I[CH2:22][C:23]([CH:25]1[CH2:29][CH2:28][CH2:27][N:26]1[C:30]([O:32][C:33]([CH3:36])([CH3:35])[CH3:34])=[O:31])=O.C([O-])(O)=O.[Na+]. (5) Given the product [Cl:1][C:2]1[N:3]=[N:4][C:5]([O:17][CH2:9][CH2:10][CH2:11][CH2:12][CH2:13][CH2:14][CH2:15][CH3:16])=[CH:6][CH:7]=1, predict the reactants needed to synthesize it. The reactants are: [Cl:1][C:2]1[N:3]=[N:4][C:5](Cl)=[CH:6][CH:7]=1.[CH2:9]([OH:17])[CH2:10][CH2:11][CH2:12][CH2:13][CH2:14][CH2:15][CH3:16].C([O-])([O-])=O.[K+].[K+]. (6) Given the product [C:23]([O:22][C:20]1[N:8]2[N:7]=[C:6]([CH3:11])[C:5]([CH2:4][C:3]3[CH:12]=[CH:13][CH:14]=[C:15]([Cl:16])[C:2]=3[Cl:1])=[C:9]2[N:10]=[C:18]([C:25]2[CH:30]=[CH:29][N:28]=[CH:27][CH:26]=2)[CH:19]=1)(=[O:33])[CH3:24], predict the reactants needed to synthesize it. The reactants are: [Cl:1][C:2]1[C:15]([Cl:16])=[CH:14][CH:13]=[CH:12][C:3]=1[CH2:4][C:5]1[C:6]([CH3:11])=[N:7][NH:8][C:9]=1[NH2:10].O=[C:18]([C:25]1[CH:30]=[CH:29][N:28]=[CH:27][CH:26]=1)[CH2:19][C:20]([O:22][CH2:23][CH3:24])=O.C(O)(=[O:33])C. (7) Given the product [Cl:13][C:6]1[C:7]([Cl:8])=[C:2]([Cl:1])[CH:3]=[C:4]([N+:10]([O-:12])=[O:11])[C:5]=1[NH2:9], predict the reactants needed to synthesize it. The reactants are: [Cl:1][C:2]1[C:7]([Cl:8])=[CH:6][C:5]([NH2:9])=[C:4]([N+:10]([O-:12])=[O:11])[CH:3]=1.[Cl:13]N1C(=O)CCC1=O. (8) The reactants are: [CH3:1][C:2]1[S:3][C:4]([C:10]2[CH:15]=[CH:14][CH:13]=[CH:12][CH:11]=2)=[C:5]([C:7]([OH:9])=O)[N:6]=1.C(Cl)(=O)C(Cl)=O.CN(C=O)C.[CH3:27][C:28]1[N:32]2[CH:33]=[CH:34][CH:35]=[CH:36][C:31]2=[N:30][C:29]=1[CH2:37][C@@H:38]1[CH2:43][CH2:42][CH2:41][CH2:40][NH:39]1. Given the product [CH3:27][C:28]1[N:32]2[CH:33]=[CH:34][CH:35]=[CH:36][C:31]2=[N:30][C:29]=1[CH2:37][C@@H:38]1[CH2:43][CH2:42][CH2:41][CH2:40][N:39]1[C:7]([C:5]1[N:6]=[C:2]([CH3:1])[S:3][C:4]=1[C:10]1[CH:15]=[CH:14][CH:13]=[CH:12][CH:11]=1)=[O:9], predict the reactants needed to synthesize it. (9) Given the product [CH2:12]([O:1][C:2]1[CH:10]=[CH:9][CH:8]=[C:7]2[C:3]=1[CH:4]=[CH:5][NH:6]2)[CH2:13][C:14]1[CH:19]=[CH:18][CH:17]=[CH:16][CH:15]=1, predict the reactants needed to synthesize it. The reactants are: [OH:1][C:2]1[CH:10]=[CH:9][CH:8]=[C:7]2[C:3]=1[CH:4]=[CH:5][NH:6]2.Br[CH2:12][CH2:13][C:14]1[CH:19]=[CH:18][CH:17]=[CH:16][CH:15]=1.C([O-])([O-])=O.[K+].[K+]. (10) Given the product [F:28][C:29]1[CH:30]=[C:31]([NH:62][C:63]([C:65]2[C:66](=[O:78])[N:67]([C:71]3[CH:76]=[CH:75][C:74]([F:77])=[CH:73][CH:72]=3)[N:68]=[CH:69][CH:70]=2)=[O:64])[CH:32]=[CH:33][C:34]=1[O:35][C:36]1[CH:41]=[CH:40][N:39]=[C:38]2[N:42]([CH2:53][C:54]3[CH:55]=[CH:56][C:57]([O:60][CH3:61])=[CH:58][CH:59]=3)[N:43]=[C:44]([O:45][CH2:46][CH:47]3[CH2:52][CH2:51][N:50]([C:3](=[O:5])[CH2:2][OH:1])[CH2:49][CH2:48]3)[C:37]=12, predict the reactants needed to synthesize it. The reactants are: [OH:1][CH2:2][C:3]([OH:5])=O.CCN=C=NCCCN(C)C.C1C=CC2N(O)N=NC=2C=1.O.[F:28][C:29]1[CH:30]=[C:31]([NH:62][C:63]([C:65]2[C:66](=[O:78])[N:67]([C:71]3[CH:76]=[CH:75][C:74]([F:77])=[CH:73][CH:72]=3)[N:68]=[CH:69][CH:70]=2)=[O:64])[CH:32]=[CH:33][C:34]=1[O:35][C:36]1[CH:41]=[CH:40][N:39]=[C:38]2[N:42]([CH2:53][C:54]3[CH:59]=[CH:58][C:57]([O:60][CH3:61])=[CH:56][CH:55]=3)[N:43]=[C:44]([O:45][CH2:46][CH:47]3[CH2:52][CH2:51][NH:50][CH2:49][CH2:48]3)[C:37]=12.CCN(CC)CC.